This data is from Reaction yield outcomes from USPTO patents with 853,638 reactions. The task is: Predict the reaction yield, written as a fraction of the theoretical maximum amount of product (1.0 means a 100% yield; for example, 0.34 means a 34% yield). The reactants are [Cl:1][C:2]1[CH:7]=[CH:6][C:5]([CH2:8][NH:9][C:10](=[O:20])[CH2:11][NH:12]C(=O)OC(C)(C)C)=[CH:4][C:3]=1[NH:21][C:22]1[S:23]/[C:24](=[CH:28]\[C:29]2[CH:30]=[C:31]3[C:36](=[CH:37][CH:38]=2)[N:35]=[CH:34][CH:33]=[CH:32]3)/[C:25](=[O:27])[N:26]=1. The catalyst is FC(F)(F)C(O)=O. The product is [Cl:1][C:2]1[CH:7]=[CH:6][C:5]([CH2:8][NH:9][C:10](=[O:20])[CH2:11][NH2:12])=[CH:4][C:3]=1[NH:21][C:22]1[S:23]/[C:24](=[CH:28]\[C:29]2[CH:30]=[C:31]3[C:36](=[CH:37][CH:38]=2)[N:35]=[CH:34][CH:33]=[CH:32]3)/[C:25](=[O:27])[N:26]=1. The yield is 0.890.